Task: Binary Classification. Given a drug SMILES string, predict its activity (active/inactive) in a high-throughput screening assay against a specified biological target.. Dataset: Cav3 T-type calcium channel HTS with 100,875 compounds (1) The drug is S=c1[nH]c(c(CC(OCC)=O)c(=O)[nH]1)C. The result is 0 (inactive). (2) The compound is FC(F)(F)C(NC(=O)NCc1cccnc1)(C(F)(F)F)C. The result is 0 (inactive). (3) The compound is O(c1ccccc1)C(O\N=C(/N)c1ccc(cc1)C)=O. The result is 0 (inactive). (4) The molecule is O(C(C(=O)Nc1c(n(n(c1=O)c1ccccc1)C)C)C)c1ncnc2c1cccc2. The result is 0 (inactive). (5) The molecule is S(=O)(=O)(N1CCOCC1)c1ccc(NC(=O)C)cc1. The result is 0 (inactive). (6) The molecule is S(CC(=O)NC1CCCCC1)c1n(c(nn1)Cc1ccc(OC)cc1)CC. The result is 0 (inactive). (7) The molecule is S(=O)(=O)(NC(C(=O)NCC1OCCC1)Cc1ccccc1)c1cc2CCC(=O)Nc2cc1. The result is 0 (inactive).